From a dataset of Reaction yield outcomes from USPTO patents with 853,638 reactions. Predict the reaction yield, written as a fraction of the theoretical maximum amount of product (1.0 means a 100% yield; for example, 0.34 means a 34% yield). (1) The reactants are [CH3:1][O-].[Na+].[C:4]([O:12]C)(=O)[CH2:5][CH2:6][C:7]([O:9][CH3:10])=[O:8].C(OCC)=O.[NH2:19][C:20]([NH2:22])=[S:21]. The catalyst is C(OCC)C. The product is [CH3:10][O:9][C:7]([CH2:6][C:5]1[C:4](=[O:12])[NH:19][C:20](=[S:21])[NH:22][CH:1]=1)=[O:8]. The yield is 0.200. (2) The reactants are [OH:1][C:2]1[CH:9]=[CH:8][C:5]([CH:6]=[O:7])=[C:4]([O:10][CH3:11])[CH:3]=1.C(=O)([O-])[O-].[K+].[K+].Cl.Cl[CH2:20][C:21]1[CH:26]=[CH:25][CH:24]=[CH:23][N:22]=1.O. The catalyst is CN(C)C=O. The product is [CH3:11][O:10][C:4]1[CH:3]=[C:2]([O:1][CH2:20][C:21]2[CH:26]=[CH:25][CH:24]=[CH:23][N:22]=2)[CH:9]=[CH:8][C:5]=1[CH:6]=[O:7]. The yield is 0.820. (3) The reactants are [C:1]([N:8]1[CH2:13][CH2:12][C:11](=O)[CH2:10][CH2:9]1)([O:3][C:4]([CH3:7])([CH3:6])[CH3:5])=[O:2].CN.[C:17]([BH3-])#[N:18].[Na+]. The catalyst is CO.ClCCl. The product is [C:4]([O:3][C:1]([N:8]1[CH2:13][CH2:12][CH:11]([NH:18][CH3:17])[CH2:10][CH2:9]1)=[O:2])([CH3:7])([CH3:6])[CH3:5]. The yield is 0.460. (4) The reactants are [N+:1]1([O-])[C:5]2[CH:6]=[CH:7][CH:8]=[N:9][C:4]=2[NH:3][CH:2]=1.CS([Cl:15])(=O)=O. The catalyst is CN(C=O)C. The product is [Cl:15][C:6]1[CH:7]=[CH:8][N:9]=[C:4]2[NH:3][CH:2]=[N:1][C:5]=12. The yield is 0.330. (5) The reactants are [N:1]1([C:6]2[CH:11]=[CH:10][C:9]([C:12](=[O:27])[CH2:13][CH:14]([C:19]3[CH:24]=[C:23]([Cl:25])[CH:22]=[C:21]([Cl:26])[CH:20]=3)[C:15]([F:18])([F:17])[F:16])=[CH:8][CH:7]=2)[CH:5]=[N:4][CH:3]=[N:2]1.[CH3:28][Mg]Br. The yield is 0.320. The product is [N:1]1([C:6]2[CH:7]=[CH:8][C:9]([C:12]([OH:27])([CH2:13][CH:14]([C:19]3[CH:24]=[C:23]([Cl:25])[CH:22]=[C:21]([Cl:26])[CH:20]=3)[C:15]([F:18])([F:16])[F:17])[CH3:28])=[CH:10][CH:11]=2)[CH:5]=[N:4][CH:3]=[N:2]1. The catalyst is C1COCC1. (6) The reactants are C(OC([N:11]1[CH2:15][C@H:14]([O:16][CH3:17])[C@H:13]([O:18][CH3:19])[CH2:12]1)=O)C1C=CC=CC=1. The catalyst is CO.[Pd]. The product is [CH3:19][O:18][C@H:13]1[C@@H:14]([O:16][CH3:17])[CH2:15][NH:11][CH2:12]1. The yield is 0.990. (7) The reactants are [O:1]=[C:2]1[CH:7]=[C:6]([O:8][CH2:9][C:10]2[CH:11]=[N:12][C:13]([C:16]([F:19])([F:18])[F:17])=[CH:14][CH:15]=2)[CH:5]=[CH:4][N:3]1[C:20]1[CH:25]=[CH:24][C:23]2[C:26]3[CH2:31][CH2:30][N:29](C(OC(C)(C)C)=O)[CH2:28][C:27]=3[S:39][C:22]=2[CH:21]=1.[ClH:40]. No catalyst specified. The product is [ClH:40].[CH2:28]1[C:27]2[S:39][C:22]3[CH:21]=[C:20]([N:3]4[CH:4]=[CH:5][C:6]([O:8][CH2:9][C:10]5[CH:11]=[N:12][C:13]([C:16]([F:18])([F:17])[F:19])=[CH:14][CH:15]=5)=[CH:7][C:2]4=[O:1])[CH:25]=[CH:24][C:23]=3[C:26]=2[CH2:31][CH2:30][NH:29]1. The yield is 0.660. (8) The reactants are Br[C:2]1[CH:3]=[C:4]2[C:9](=[CH:10][CH:11]=1)[N:8]=[C:7]([C:12]([O:14][CH2:15][CH3:16])=[O:13])[N:6]=[C:5]2[CH3:17].[Cl:18][C:19]1[CH:24]=[CH:23][CH:22]=[C:21]([Cl:25])[C:20]=1[C:26]1[C:30]([CH2:31][O:32][C:33]2[CH:38]=[CH:37][C:36](B3OC(C)(C)C(C)(C)O3)=[CH:35][CH:34]=2)=[C:29]([CH:48]([CH3:50])[CH3:49])[O:28][N:27]=1.C1(P(C2C=CC=CC=2)C2C=CC=CC=2)C=CC=CC=1.P([O-])([O-])([O-])=O.[K+].[K+].[K+]. The catalyst is C([O-])(=O)C.[Pd+2].C([O-])(=O)C.C(OCC)(=O)C.O.O1CCOCC1. The product is [Cl:25][C:21]1[CH:22]=[CH:23][CH:24]=[C:19]([Cl:18])[C:20]=1[C:26]1[C:30]([CH2:31][O:32][C:33]2[CH:34]=[CH:35][C:36]([C:2]3[CH:3]=[C:4]4[C:9](=[CH:10][CH:11]=3)[N:8]=[C:7]([C:12]([O:14][CH2:15][CH3:16])=[O:13])[N:6]=[C:5]4[CH3:17])=[CH:37][CH:38]=2)=[C:29]([CH:48]([CH3:50])[CH3:49])[O:28][N:27]=1. The yield is 0.910.